Dataset: M1 muscarinic receptor antagonist screen with 61,756 compounds. Task: Binary Classification. Given a drug SMILES string, predict its activity (active/inactive) in a high-throughput screening assay against a specified biological target. (1) The compound is S(=O)(=O)(N1CCOCC1)c1ccc(C(=O)Nc2n(nc3c2CSC3)c2c(c(ccc2)C)C)cc1. The result is 0 (inactive). (2) The molecule is S1CCn2c1ncc(c2=O)C(=O)Nc1ccc(cc1)C(OCCCC)=O. The result is 0 (inactive).